Dataset: Forward reaction prediction with 1.9M reactions from USPTO patents (1976-2016). Task: Predict the product of the given reaction. Given the reactants [NH2:1][C:2]1[C:7]([C:8]#[N:9])=[C:6]([C:10]2[O:11][CH:12]=[CH:13][CH:14]=2)[C:5]([C:15]#[N:16])=[C:4](S(C)=O)[N:3]=1.[CH2:20]([OH:22])[CH3:21].C1CCN2C(=NCCC2)CC1, predict the reaction product. The product is: [NH2:1][C:2]1[C:7]([C:8]#[N:9])=[C:6]([C:10]2[O:11][CH:12]=[CH:13][CH:14]=2)[C:5]([C:15]#[N:16])=[C:4]([O:22][CH2:20][CH3:21])[N:3]=1.